This data is from Full USPTO retrosynthesis dataset with 1.9M reactions from patents (1976-2016). The task is: Predict the reactants needed to synthesize the given product. (1) Given the product [CH:1]1[C:10]2[C:5](=[CH:6][CH:7]=[CH:8][CH:9]=2)[CH:4]=[CH:3][C:2]=1[S:11]([OH:14])(=[O:13])=[O:12].[Cl:15][C:16]1[CH:21]=[CH:20][C:19]([CH:22]2[N:26]([C:27]3[CH:32]=[CH:31][C:30]([Cl:33])=[CH:29][C:28]=3[Cl:34])[N:25]=[C:24]([C:35]([NH:37][N:38]3[CH2:39][CH2:40][CH2:41][CH2:42][CH2:43]3)=[O:36])[CH2:23]2)=[CH:18][CH:17]=1, predict the reactants needed to synthesize it. The reactants are: [CH:1]1[C:10]2[C:5](=[CH:6][CH:7]=[CH:8][CH:9]=2)[CH:4]=[CH:3][C:2]=1[S:11]([OH:14])(=[O:13])=[O:12].[Cl:15][C:16]1[CH:21]=[CH:20][C:19]([CH:22]2[N:26]([C:27]3[CH:32]=[CH:31][C:30]([Cl:33])=[CH:29][C:28]=3[Cl:34])[N:25]=[C:24]([C:35]([NH:37][N:38]3[CH2:43][CH2:42][CH2:41][CH2:40][CH2:39]3)=[O:36])[CH2:23]2)=[CH:18][CH:17]=1. (2) Given the product [Cl:1][CH2:2][CH2:3][CH2:4][N:5]1[C:6]2[C:15]3[CH:14]=[CH:13][CH:12]=[CH:11][C:10]=3[N:9]=[CH:8][C:7]=2[N:16]=[C:17]1[CH2:18][CH3:19], predict the reactants needed to synthesize it. The reactants are: [Cl:1][CH2:2][CH2:3][CH2:4][NH:5][C:6]1[C:15]2[C:10](=[CH:11][CH:12]=[CH:13][CH:14]=2)[N:9]=[CH:8][C:7]=1[NH2:16].[C:17](OCC)(OCC)(OCC)[CH2:18][CH3:19].Cl.N1C=CC=CC=1.